From a dataset of Reaction yield outcomes from USPTO patents with 853,638 reactions. Predict the reaction yield, written as a fraction of the theoretical maximum amount of product (1.0 means a 100% yield; for example, 0.34 means a 34% yield). The reactants are C[Mg]Cl.[Cl:4][CH2:5][CH2:6][CH2:7][CH2:8][CH2:9][CH2:10][CH2:11][CH2:12][CH2:13][CH2:14][C:15]#[CH:16].[CH:17](OCC)([O:21][CH2:22][CH3:23])[O:18][CH2:19][CH3:20].[Cl-].[NH4+]. The catalyst is O1CCCC1.C1(C)C=CC=CC=1.O.C(O)(=O)C. The product is [Cl:4][CH2:5][CH2:6][CH2:7][CH2:8][CH2:9][CH2:10][CH2:11][CH2:12][CH2:13][CH2:14][C:15]#[C:16][CH:17]([O:21][CH2:22][CH3:23])[O:18][CH2:19][CH3:20]. The yield is 0.823.